From a dataset of Full USPTO retrosynthesis dataset with 1.9M reactions from patents (1976-2016). Predict the reactants needed to synthesize the given product. (1) Given the product [CH2:22]([C:8]1[CH:9]=[C:10]2[C:15](=[C:6]3[CH:5]=[CH:4][C:3]([OH:2])=[CH:25][C:7]=13)[O:14][CH2:13][C:12]1[CH:16]=[C:17]([OH:20])[CH:18]=[CH:19][C:11]2=1)[CH2:23][CH3:24], predict the reactants needed to synthesize it. The reactants are: C[O:2][C:3]1[CH:4]=[CH:5][C:6]2[C:7]([CH:25]=1)=[C:8]([CH2:22][CH2:23][CH3:24])[CH:9]=[C:10]1[C:15]=2[O:14][CH2:13][C:12]2[CH:16]=[C:17]([O:20]C)[CH:18]=[CH:19][C:11]1=2.B(Br)(Br)Br.O. (2) Given the product [CH2:26]([N:22]1[CH2:21][C@@H:20]([CH3:25])[N:16]2[C:17]3[CH:18]=[CH:19][C:11]([O:10][CH:7]4[CH2:8][CH2:9][N:4]([CH:1]([CH3:3])[CH3:2])[CH2:5][CH2:6]4)=[CH:12][C:13]=3[CH:14]=[C:15]2[C:23]1=[O:24])[CH3:27], predict the reactants needed to synthesize it. The reactants are: [CH:1]([N:4]1[CH2:9][CH2:8][CH:7]([O:10][C:11]2[CH:19]=[CH:18][C:17]3[N:16]4[C@H:20]([CH3:25])[CH2:21][NH:22][C:23](=[O:24])[C:15]4=[CH:14][C:13]=3[CH:12]=2)[CH2:6][CH2:5]1)([CH3:3])[CH3:2].[CH2:26](Br)[CH3:27].[H-].[Na+].